Task: Predict which catalyst facilitates the given reaction.. Dataset: Catalyst prediction with 721,799 reactions and 888 catalyst types from USPTO (1) Reactant: Cl[C:2]1[N:7]=[C:6]([NH:8][CH:9]2[CH2:17][CH:16]3[N:12]([CH2:13][CH2:14][CH2:15]3)[C:11]([CH3:19])([CH3:18])[CH2:10]2)[C:5]([F:20])=[CH:4][N:3]=1.[NH2:21][C:22]1[CH:23]=[CH:24][C:25]([O:35][CH:36]2[CH2:41][CH2:40][O:39][CH2:38][CH2:37]2)=[C:26]([N:28]2[C:32](=[O:33])[N:31]([CH3:34])[N:30]=[N:29]2)[CH:27]=1. Product: [NH3:3].[CH3:32][OH:33].[F:20][C:5]1[C:6]([NH:8][CH:9]2[CH2:17][CH:16]3[N:12]([CH2:13][CH2:14][CH2:15]3)[C:11]([CH3:19])([CH3:18])[CH2:10]2)=[N:7][C:2]([NH:21][C:22]2[CH:23]=[CH:24][C:25]([O:35][CH:36]3[CH2:41][CH2:40][O:39][CH2:38][CH2:37]3)=[C:26]([N:28]3[C:32](=[O:33])[N:31]([CH3:34])[N:30]=[N:29]3)[CH:27]=2)=[N:3][CH:4]=1. The catalyst class is: 41. (2) Reactant: [F:1][C:2]1[CH:7]=[CH:6][C:5]([N:8]2[CH2:36][CH2:35][C:11]3[NH:12][C:13]4[CH:14]=[CH:15][C:16]([C:19]([NH:21][CH:22]5[CH2:27][CH2:26][N:25]([C:28]([O:30]C(C)(C)C)=O)[CH2:24][CH2:23]5)=[O:20])=[CH:17][C:18]=4[C:10]=3[CH2:9]2)=[CH:4][CH:3]=1.[F:37][C:38]1[CH:46]=[CH:45][C:41](C(Cl)=O)=[CH:40][CH:39]=1.C(N(CC)CC)C.C(=O)(O)[O-].[Na+]. Product: [F:37][C:38]1[CH:46]=[CH:45][C:41]([C:28]([N:25]2[CH2:26][CH2:27][CH:22]([NH:21][C:19]([C:16]3[CH:15]=[CH:14][C:13]4[NH:12][C:11]5[CH2:35][CH2:36][N:8]([C:5]6[CH:4]=[CH:3][C:2]([F:1])=[CH:7][CH:6]=6)[CH2:9][C:10]=5[C:18]=4[CH:17]=3)=[O:20])[CH2:23][CH2:24]2)=[O:30])=[CH:40][CH:39]=1. The catalyst class is: 89. (3) Product: [C:22]1([S:55]([OH:58])(=[O:57])=[O:56])[C:23]2[C:24](=[CH:25][CH:26]=[CH:27][CH:28]=2)[CH:33]=[CH:34][CH:29]=1.[C:22]1([S:55]([OH:58])(=[O:57])=[O:56])[C:23]2[C:24](=[CH:25][CH:26]=[CH:27][CH:28]=2)[CH:33]=[CH:34][CH:29]=1.[CH:1]([O:4][C:5]([C:7]1[CH:8]([C:35]2[CH:40]=[CH:39][CH:38]=[C:37]([N+:41]([O-:43])=[O:42])[CH:36]=2)[C:9]([C:15]([O:17][CH:18]2[CH2:19][N:20]([CH:22]([C:29]3[CH:34]=[CH:33][CH:32]=[CH:31][CH:30]=3)[C:23]3[CH:28]=[CH:27][CH:26]=[CH:25][CH:24]=3)[CH2:21]2)=[O:16])=[C:10]([NH2:14])[NH:11][C:12]=1[CH3:13])=[O:6])([CH3:3])[CH3:2]. Reactant: [CH:1]([O:4][C:5]([C:7]1[CH:8]([C:35]2[CH:40]=[CH:39][CH:38]=[C:37]([N+:41]([O-:43])=[O:42])[CH:36]=2)[C:9]([C:15]([O:17][CH:18]2[CH2:21][N:20]([CH:22]([C:29]3[CH:34]=[CH:33][CH:32]=[CH:31][CH:30]=3)[C:23]3[CH:28]=[CH:27][CH:26]=[CH:25][CH:24]=3)[CH2:19]2)=[O:16])=[C:10]([NH2:14])[NH:11][C:12]=1[CH3:13])=[O:6])([CH3:3])[CH3:2].O.C1C2C(=CC=CC=2)C=CC=1[S:55]([OH:58])(=[O:57])=[O:56]. The catalyst class is: 13. (4) Product: [ClH:1].[Br:11][C:12]1[CH:13]=[C:14]([CH:16]=[CH:17][CH:18]=1)[NH:15][C:2]1[C:3]2[S:10][CH:9]=[CH:8][C:4]=2[N:5]=[CH:6][N:7]=1. The catalyst class is: 141. Reactant: [Cl:1][C:2]1[C:3]2[S:10][CH:9]=[CH:8][C:4]=2[N:5]=[CH:6][N:7]=1.[Br:11][C:12]1[CH:13]=[C:14]([CH:16]=[CH:17][CH:18]=1)[NH2:15]. (5) Product: [CH3:33][O:32][C:25]1[CH:26]=[C:27]([O:30][CH3:31])[CH:28]=[CH:29][C:24]=1[CH2:23][N:8]1[C@H:7]([CH2:6][N:34]2[CH:39]=[CH:38][CH:37]=[CH:36][C:35]2=[O:40])[C@H:10]([NH:11][C:12](=[O:13])[O:14][CH2:15][C:16]2[CH:21]=[CH:20][CH:19]=[CH:18][CH:17]=2)[C:9]1=[O:22]. Reactant: CS(O[CH2:6][C@@H:7]1[C@H:10]([NH:11][C:12]([O:14][CH2:15][C:16]2[CH:21]=[CH:20][CH:19]=[CH:18][CH:17]=2)=[O:13])[C:9](=[O:22])[N:8]1[CH2:23][C:24]1[CH:29]=[CH:28][C:27]([O:30][CH3:31])=[CH:26][C:25]=1[O:32][CH3:33])(=O)=O.[NH:34]1[CH:39]=[CH:38][CH:37]=[CH:36][C:35]1=[O:40].C([O-])([O-])=O.[K+].[K+].[Na+].[I-]. The catalyst class is: 31.